From a dataset of Catalyst prediction with 721,799 reactions and 888 catalyst types from USPTO. Predict which catalyst facilitates the given reaction. (1) Reactant: [CH3:1][C:2]1[CH:3]=[C:4]([CH:7]=[CH:8][N:9]=1)[C:5]#[N:6].Cl.[NH2:11][OH:12].C([O-])(O)=O.[Na+]. Product: [OH:12][NH:11][C:5](=[NH:6])[C:4]1[CH:7]=[CH:8][N:9]=[C:2]([CH3:1])[CH:3]=1. The catalyst class is: 5. (2) Reactant: [CH3:1][CH:2]1[CH2:7][CH2:6][CH:5]([N:8]2[CH2:13][CH2:12][N:11]([C:14]3[CH:35]=[CH:34][C:17]([C:18]([NH:20][NH:21][C:22]([C:24]4[CH:33]=[CH:32][C:27]([C:28]([O:30][CH3:31])=[O:29])=[CH:26][CH:25]=4)=O)=[O:19])=[CH:16][CH:15]=3)[CH2:10][CH2:9]2)[CH2:4][CH2:3]1.O.[OH-].[Na+]. Product: [CH3:1][CH:2]1[CH2:3][CH2:4][CH:5]([N:8]2[CH2:13][CH2:12][N:11]([C:14]3[CH:35]=[CH:34][C:17]([C:18]4[O:19][C:22]([C:24]5[CH:33]=[CH:32][C:27]([C:28]([O:30][CH3:31])=[O:29])=[CH:26][CH:25]=5)=[N:21][N:20]=4)=[CH:16][CH:15]=3)[CH2:10][CH2:9]2)[CH2:6][CH2:7]1. The catalyst class is: 286. (3) Reactant: [Mg].Br[C:3]1[CH:8]=[C:7]([Cl:9])[CH:6]=[CH:5][C:4]=1[CH:10]([CH3:12])[CH3:11].CN(C)[CH:15]=[O:16].Cl. Product: [Cl:9][C:7]1[CH:6]=[CH:5][C:4]([CH:10]([CH3:12])[CH3:11])=[C:3]([CH:8]=1)[CH:15]=[O:16]. The catalyst class is: 7. (4) Reactant: [F:1][C:2]1[CH:7]=[C:6]([F:8])[CH:5]=[CH:4][C:3]=1[C:9]([OH:27])([CH2:21][N:22]1[CH:26]=[N:25][CH:24]=[N:23]1)[CH2:10][O:11][C:12]1[CH:17]=[CH:16][C:15]([C:18](=[O:20])[CH3:19])=[CH:14][CH:13]=1.[Cl:28][C:29]1[CH:36]=[C:35]([Cl:37])[CH:34]=[CH:33][C:30]=1[CH:31]=O.[OH-].[Na+]. Product: [Cl:28][C:29]1[CH:36]=[C:35]([Cl:37])[CH:34]=[CH:33][C:30]=1/[CH:31]=[CH:19]/[C:18]([C:15]1[CH:14]=[CH:13][C:12]([O:11][CH2:10][C:9]([C:3]2[CH:4]=[CH:5][C:6]([F:8])=[CH:7][C:2]=2[F:1])([OH:27])[CH2:21][N:22]2[CH:26]=[N:25][CH:24]=[N:23]2)=[CH:17][CH:16]=1)=[O:20]. The catalyst class is: 5. (5) Reactant: [F:1][C:2]1[CH:3]=[C:4]([C:11]2[N:15]3[N:16]=[CH:17][CH:18]=[CH:19][C:14]3=[N:13][C:12]=2[C:20]([OH:22])=O)[CH:5]=[C:6]([F:10])[C:7]=1[O:8][CH3:9].Cl.[NH:24]1[CH2:27][CH2:26][CH2:25]1.F[P-](F)(F)(F)(F)F.N1(OC(N(C)C)=[N+](C)C)C2N=CC=CC=2N=N1.C(N(CC)C(C)C)(C)C. Product: [N:24]1([C:20]([C:12]2[N:13]=[C:14]3[CH:19]=[CH:18][CH:17]=[N:16][N:15]3[C:11]=2[C:4]2[CH:3]=[C:2]([F:1])[C:7]([O:8][CH3:9])=[C:6]([F:10])[CH:5]=2)=[O:22])[CH2:27][CH2:26][CH2:25]1. The catalyst class is: 145. (6) Reactant: [NH2:1][C@H:2]1[CH2:6][C:5]2([CH2:11][CH2:10][N:9]([C:12]3[C:21]4[C:16](=[CH:17][CH:18]=[C:19]([O:22][CH3:23])[N:20]=4)[N:15]=[CH:14][CH:13]=3)[CH2:8][CH2:7]2)[CH2:4][C@H:3]1[OH:24].[O-]S([O-])(=O)=O.[Na+].[Na+].[O:32]=[C:33]1[CH2:38][S:37][C:36]2[CH:39]=[CH:40][C:41]([CH:43]=O)=[N:42][C:35]=2[NH:34]1.[BH-](OC(C)=O)(OC(C)=O)OC(C)=O.[Na+]. Product: [OH:24][C@@H:3]1[CH2:4][C:5]2([CH2:11][CH2:10][N:9]([C:12]3[C:21]4[C:16](=[CH:17][CH:18]=[C:19]([O:22][CH3:23])[N:20]=4)[N:15]=[CH:14][CH:13]=3)[CH2:8][CH2:7]2)[CH2:6][C@@H:2]1[NH:1][CH2:43][C:41]1[CH:40]=[CH:39][C:36]2[S:37][CH2:38][C:33](=[O:32])[NH:34][C:35]=2[N:42]=1. The catalyst class is: 497. (7) Reactant: [NH2:1][C:2]1[CH:7]=[CH:6][C:5]([C:8]2[CH:9]=[CH:10][C:11]3[O:17][CH2:16][CH2:15][N:14](C(OC(C)(C)C)=O)[CH2:13][C:12]=3[CH:25]=2)=[CH:4][C:3]=1[N+:26]([O-:28])=[O:27].[ClH:29]. Product: [ClH:29].[ClH:29].[N+:26]([C:3]1[CH:4]=[C:5]([C:8]2[CH:9]=[CH:10][C:11]3[O:17][CH2:16][CH2:15][NH:14][CH2:13][C:12]=3[CH:25]=2)[CH:6]=[CH:7][C:2]=1[NH2:1])([O-:28])=[O:27]. The catalyst class is: 12.